Dataset: Full USPTO retrosynthesis dataset with 1.9M reactions from patents (1976-2016). Task: Predict the reactants needed to synthesize the given product. (1) Given the product [C:1]([O:5][C:6]([NH:8][C@@H:9]1[CH2:11][C@H:10]1[C:12]1[CH:13]=[C:14]([C:17]([OH:19])=[O:18])[S:15][CH:16]=1)=[O:7])([CH3:4])([CH3:2])[CH3:3], predict the reactants needed to synthesize it. The reactants are: [C:1]([O:5][C:6]([NH:8][C@@H:9]1[CH2:11][C@H:10]1[C:12]1[CH:13]=[C:14]([C:17]([O:19]C)=[O:18])[S:15][CH:16]=1)=[O:7])([CH3:4])([CH3:3])[CH3:2].CO.[OH-].[Na+].Cl. (2) Given the product [C:1]([O:5][C:6]([N:8]([CH2:26][C:27]([O:29][C:30]([CH3:33])([CH3:32])[CH3:31])=[O:28])[C:9]1[CH:14]=[CH:13][CH:12]=[C:11]([CH:15]([CH2:46][C:45]2[CH:48]=[CH:49][C:42]([C:35]([CH3:34])([CH3:41])[CH2:36][CH2:37][CH:38]([CH3:39])[CH3:40])=[CH:43][CH:44]=2)[NH:16][S:17]([C:20]2[CH:25]=[CH:24][CH:23]=[CH:22][N:21]=2)(=[O:19])=[O:18])[N:10]=1)=[O:7])([CH3:4])([CH3:3])[CH3:2], predict the reactants needed to synthesize it. The reactants are: [C:1]([O:5][C:6]([N:8]([CH2:26][C:27]([O:29][C:30]([CH3:33])([CH3:32])[CH3:31])=[O:28])[C:9]1[CH:14]=[CH:13][CH:12]=[C:11]([CH2:15][NH:16][S:17]([C:20]2[CH:25]=[CH:24][CH:23]=[CH:22][N:21]=2)(=[O:19])=[O:18])[N:10]=1)=[O:7])([CH3:4])([CH3:3])[CH3:2].[CH3:34][C:35]([C:42]1[CH:49]=[CH:48][C:45]([CH2:46]O)=[CH:44][CH:43]=1)([CH3:41])[CH2:36][CH2:37][CH:38]([CH3:40])[CH3:39].C(P(CCCC)CCCC)CCC.CN(C)C(N=NC(N(C)C)=O)=O.